This data is from Forward reaction prediction with 1.9M reactions from USPTO patents (1976-2016). The task is: Predict the product of the given reaction. (1) Given the reactants [CH2:1]([C:8]1[S:12][C:11]([C:13]2[CH:25]=[CH:24][C:16]([O:17][CH2:18][C@@H:19]3[CH2:23][CH2:22][CH2:21][NH:20]3)=[CH:15][CH:14]=2)=[CH:10][CH:9]=1)[C:2]1[CH:7]=[CH:6][CH:5]=[CH:4][CH:3]=1.Br[CH2:27][CH2:28][CH2:29][C:30]([O:32]C)=[O:31], predict the reaction product. The product is: [CH2:1]([C:8]1[S:12][C:11]([C:13]2[CH:25]=[CH:24][C:16]([O:17][CH2:18][C@@H:19]3[CH2:23][CH2:22][CH2:21][N:20]3[CH2:27][CH2:28][CH2:29][C:30]([OH:32])=[O:31])=[CH:15][CH:14]=2)=[CH:10][CH:9]=1)[C:2]1[CH:3]=[CH:4][CH:5]=[CH:6][CH:7]=1. (2) Given the reactants [C:1]1([CH3:39])[CH:6]=[CH:5][C:4]([S:7]([N:10]2[CH2:18][CH2:17][N:16](S(C3C=CC(C)=CC=3)(=O)=O)[CH2:15][CH2:14][N:13](S(C3C=CC(C)=CC=3)(=O)=O)[CH2:12][CH2:11]2)(=[O:9])=[O:8])=[CH:3][CH:2]=1.[Br:40]C(Br)C.[BrH:44].C(O)(=O)C, predict the reaction product. The product is: [BrH:40].[BrH:44].[C:1]1([CH3:39])[CH:2]=[CH:3][C:4]([S:7]([N:10]2[CH2:11][CH2:12][NH:13][CH2:14][CH2:15][NH:16][CH2:17][CH2:18]2)(=[O:8])=[O:9])=[CH:5][CH:6]=1. (3) The product is: [C:1]([C:3]1[CH:4]=[CH:5][C:6]([C:9]2[C:10]([C:15]#[N:16])=[C:11]([CH:28]=[O:29])[NH:12][C:13]=2[CH3:14])=[CH:7][CH:8]=1)#[N:2]. Given the reactants [C:1]([C:3]1[CH:8]=[CH:7][C:6]([C:9]2[C:10]([C:15]#[N:16])=[CH:11][NH:12][C:13]=2[CH3:14])=[CH:5][CH:4]=1)#[N:2].[Cl-].ClC=[N+](C)C.[Cl-].[Na+].CN([CH:28]=[O:29])C, predict the reaction product. (4) Given the reactants F[C:2]1[N:7]=[CH:6][C:5]([C:8]2[CH:12]=[CH:11][S:10][CH:9]=2)=[CH:4][N:3]=1.[CH3:13][O:14][C:15]1[CH:21]=[CH:20][C:18]([NH2:19])=[CH:17][CH:16]=1.C(N(C(C)C)CC)(C)C, predict the reaction product. The product is: [CH3:13][O:14][C:15]1[CH:21]=[CH:20][C:18]([NH:19][C:2]2[N:7]=[CH:6][C:5]([C:8]3[CH:12]=[CH:11][S:10][CH:9]=3)=[CH:4][N:3]=2)=[CH:17][CH:16]=1.